From a dataset of Reaction yield outcomes from USPTO patents with 853,638 reactions. Predict the reaction yield, written as a fraction of the theoretical maximum amount of product (1.0 means a 100% yield; for example, 0.34 means a 34% yield). (1) The reactants are [F:1][C:2]([F:12])([CH:8]([OH:11])[CH2:9][CH3:10])[C:3]([O:5][CH2:6][CH3:7])=[O:4].C(Cl)(Cl)Cl.[C:17](Cl)(=[O:21])[C:18]([CH3:20])=[CH2:19].C(N(CC)CC)C. The product is [C:17]([O:11][CH:8]([CH2:9][CH3:10])[C:2]([C:3]([O:5][CH2:6][CH3:7])=[O:4])([F:12])[F:1])(=[O:21])[C:18]([CH3:20])=[CH2:19]. The catalyst is O. The yield is 0.660. (2) The reactants are [OH:1][C:2]1[CH:14]=[C:13]2[C:5]([C:6]3[C:7]([C:18]4[CH:23]=[CH:22][CH:21]=[C:20]([N:24]5[CH2:32][C:31]6[C:26](=[CH:27][C:28]([CH3:33])=[CH:29][CH:30]=6)[C:25]5=[O:34])[C:19]=4[CH3:35])=[CH:8][CH:9]=[C:10]([C:15]([NH2:17])=[O:16])[C:11]=3[NH:12]2)=[CH:4][CH:3]=1.[C:36](=O)([O-])[O-].[K+].[K+].CC1C=CC(S(O[CH2:53][CH:54]2[O:58][C:57]([CH3:60])(C)[CH2:56][O:55]2)(=O)=O)=CC=1. The catalyst is CN(C=O)C.O. The product is [CH3:36][C:54]1([CH3:53])[O:58][CH:57]([CH2:60][O:1][C:2]2[CH:14]=[C:13]3[C:5]([C:6]4[C:7]([C:18]5[CH:23]=[CH:22][CH:21]=[C:20]([N:24]6[CH2:32][C:31]7[C:26](=[CH:27][C:28]([CH3:33])=[CH:29][CH:30]=7)[C:25]6=[O:34])[C:19]=5[CH3:35])=[CH:8][CH:9]=[C:10]([C:15]([NH2:17])=[O:16])[C:11]=4[NH:12]3)=[CH:4][CH:3]=2)[CH2:56][O:55]1. The yield is 0.480.